Dataset: Catalyst prediction with 721,799 reactions and 888 catalyst types from USPTO. Task: Predict which catalyst facilitates the given reaction. (1) Reactant: [CH3:1][C:2]1[CH:15]=[C:14]([N+:16]([O-:18])=[O:17])[CH:13]=[CH:12][C:3]=1[O:4][C:5]1[CH:6]=[C:7]([OH:11])[CH:8]=[CH:9][CH:10]=1.I[CH2:20][CH2:21][CH:22]([CH3:24])[CH3:23].C(=O)([O-])[O-].[K+].[K+]. Product: [CH3:1][C:2]1[CH:15]=[C:14]([N+:16]([O-:18])=[O:17])[CH:13]=[CH:12][C:3]=1[O:4][C:5]1[CH:10]=[CH:9][CH:8]=[C:7]([O:11][CH2:20][CH2:21][CH:22]([CH3:24])[CH3:23])[CH:6]=1. The catalyst class is: 9. (2) Reactant: [C:1](Cl)([CH3:3])=[O:2].[C:5]([SiH2:9][O:10][C:11]([CH3:22])([CH3:21])[C:12]1[CH:13]=[C:14]([CH:17]=[CH:18][C:19]=1[Cl:20])[CH2:15][NH2:16])([CH3:8])([CH3:7])[CH3:6].CCN(C(C)C)C(C)C. Product: [C:5]([SiH2:9][O:10][C:11]([CH3:22])([CH3:21])[C:12]1[CH:13]=[C:14]([CH:17]=[CH:18][C:19]=1[Cl:20])[CH2:15][NH:16][C:1](=[O:2])[CH3:3])([CH3:8])([CH3:6])[CH3:7]. The catalyst class is: 2. (3) Reactant: Cl[C:2]1[CH:7]=[N:6][NH:5][C:4](=[O:8])[CH:3]=1.[CH3:9][O:10][C:11]1[CH:16]=[CH:15][C:14](B(O)O)=[CH:13][CH:12]=1.C(=O)([O-])[O-].[Na+].[Na+]. Product: [CH3:9][O:10][C:11]1[CH:16]=[CH:15][C:14]([C:2]2[CH:7]=[N:6][NH:5][C:4](=[O:8])[CH:3]=2)=[CH:13][CH:12]=1. The catalyst class is: 294. (4) Reactant: [NH2:1][C:2]1[C:10]([Cl:11])=[CH:9][C:5]([C:6]([OH:8])=O)=[C:4]([O:12][CH3:13])[CH:3]=1.C(N1C=CN=C1)(N1C=CN=C1)=O.C(N(CC)CC)C.C(O)(=O)CCC(O)=O.[N:41]1([CH2:46][CH2:47][CH2:48][N:49]2[CH2:54][CH2:53][CH:52]([CH2:55][NH2:56])[CH2:51][CH2:50]2)[CH:45]=[CH:44][N:43]=[N:42]1. Product: [N:41]1([CH2:46][CH2:47][CH2:48][N:49]2[CH2:50][CH2:51][CH:52]([CH2:55][NH:56][C:6](=[O:8])[C:5]3[CH:9]=[C:10]([Cl:11])[C:2]([NH2:1])=[CH:3][C:4]=3[O:12][CH3:13])[CH2:53][CH2:54]2)[CH:45]=[CH:44][N:43]=[N:42]1. The catalyst class is: 47. (5) Reactant: [Cl:1][C:2]1[CH:17]=[CH:16][C:15]([Cl:18])=[CH:14][C:3]=1[O:4][C:5]1[N:13]=[CH:12][CH:11]=[CH:10][C:6]=1[C:7]([OH:9])=O.[O:19]1[C:24]2[CH:25]=[CH:26][CH:27]=[CH:28][C:23]=2[NH:22][CH2:21][CH2:20]1.C(N(CC)CC)C.[I-].ClC1C=CC=C[N+]=1C. Product: [Cl:1][C:2]1[CH:17]=[CH:16][C:15]([Cl:18])=[CH:14][C:3]=1[O:4][C:5]1[C:6]([C:7]([N:22]2[C:23]3[CH:28]=[CH:27][CH:26]=[CH:25][C:24]=3[O:19][CH2:20][CH2:21]2)=[O:9])=[CH:10][CH:11]=[CH:12][N:13]=1. The catalyst class is: 4. (6) Reactant: [Cl-].COC[P+](C1C=CC=CC=1)(C1C=CC=CC=1)C1C=CC=CC=1.CC(C)([O-])C.[K+].C1[CH2:34][O:33][CH2:32][CH2:31]1.[CH2:35]([O:42][CH2:43][CH2:44][CH2:45][CH2:46][O:47][C:48]1[N:53]=[C:52]([NH:54][C:55](=[O:60])[C:56]([CH3:59])([CH3:58])[CH3:57])[C:51](C=O)=[CH:50][CH:49]=1)[C:36]1[CH:41]=[CH:40][CH:39]=[CH:38][CH:37]=1. Product: [CH2:35]([O:42][CH2:43][CH2:44][CH2:45][CH2:46][O:47][C:48]1[N:53]=[C:52]([NH:54][C:55](=[O:60])[C:56]([CH3:57])([CH3:58])[CH3:59])[C:51]([CH:31]=[CH:32][O:33][CH3:34])=[CH:50][CH:49]=1)[C:36]1[CH:41]=[CH:40][CH:39]=[CH:38][CH:37]=1. The catalyst class is: 6.